From a dataset of Catalyst prediction with 721,799 reactions and 888 catalyst types from USPTO. Predict which catalyst facilitates the given reaction. (1) Reactant: [F:1][C:2]1[CH:3]=[CH:4][C:5]2[N:9]=[C:8]([C@@H:10]([NH2:12])[CH3:11])[N:7]([C:13]3[CH:14]=[N:15][N:16]([CH3:18])[CH:17]=3)[C:6]=2[CH:19]=1.[NH2:20][C:21]1[C:26]([C:27]#[N:28])=[C:25](Cl)[N:24]=[CH:23][N:22]=1.CCN(C(C)C)C(C)C. Product: [NH2:20][C:21]1[C:26]([C:27]#[N:28])=[C:25]([NH:12][C@H:10]([C:8]2[N:7]([C:13]3[CH:14]=[N:15][N:16]([CH3:18])[CH:17]=3)[C:6]3[CH:19]=[C:2]([F:1])[CH:3]=[CH:4][C:5]=3[N:9]=2)[CH3:11])[N:24]=[CH:23][N:22]=1. The catalyst class is: 41. (2) Reactant: FC(F)(F)C(O)=O.FC(F)(F)C(O)=O.[F:15][C:16]1[CH:21]=[CH:20][C:19]([N:22]2[C:30]3[C:25](=[CH:26][C:27]([O:31][C@H:32]([C:36]4[CH:37]=[N:38][C:39]5[C:44]([CH:45]=4)=[CH:43][CH:42]=[CH:41][CH:40]=5)[C@@H:33]([NH2:35])[CH3:34])=[CH:28][CH:29]=3)[CH:24]=[N:23]2)=[CH:18][CH:17]=1.C(N(CC)CC)C.[CH:53]1([S:56](Cl)(=[O:58])=[O:57])[CH2:55][CH2:54]1. Product: [F:15][C:16]1[CH:21]=[CH:20][C:19]([N:22]2[C:30]3[C:25](=[CH:26][C:27]([O:31][C@H:32]([C:36]4[CH:37]=[N:38][C:39]5[C:44]([CH:45]=4)=[CH:43][CH:42]=[CH:41][CH:40]=5)[C@@H:33]([NH:35][S:56]([CH:53]4[CH2:55][CH2:54]4)(=[O:58])=[O:57])[CH3:34])=[CH:28][CH:29]=3)[CH:24]=[N:23]2)=[CH:18][CH:17]=1. The catalyst class is: 1. (3) Reactant: C1COCC1.[CH2:6]([NH:13][C@H:14]1[CH2:19][CH2:18][N:17]([C:20]([O:22][C:23]([CH3:26])([CH3:25])[CH3:24])=[O:21])[CH2:16][C@H:15]1[O:27][CH3:28])[C:7]1[CH:12]=[CH:11][CH:10]=[CH:9][CH:8]=1.C(=O)(O)[O-].[Na+].Cl[C:35]([O:37][CH2:38][C:39]1[CH:44]=[CH:43][CH:42]=[CH:41][CH:40]=1)=[O:36]. Product: [CH2:6]([N:13]([C:35]([O:37][CH2:38][C:39]1[CH:44]=[CH:43][CH:42]=[CH:41][CH:40]=1)=[O:36])[C@H:14]1[CH2:19][CH2:18][N:17]([C:20]([O:22][C:23]([CH3:24])([CH3:25])[CH3:26])=[O:21])[CH2:16][C@H:15]1[O:27][CH3:28])[C:7]1[CH:8]=[CH:9][CH:10]=[CH:11][CH:12]=1. The catalyst class is: 6. (4) Reactant: [NH2:1][C:2]([C:4]1[CH:9]=[C:8]([C:10]([NH:12][CH2:13][C:14]([CH3:17])([CH3:16])[CH3:15])=[O:11])[CH:7]=[CH:6][C:5]=1[C:18]1[C:23]([CH3:24])=[C:22]([F:25])[CH:21]=[C:20]([C:26]([OH:28])=O)[CH:19]=1)=[O:3].CN(C(O[N:37]1N=[N:44][C:39]2C=[CH:41][CH:42]=[CH:43][C:38]1=2)=[N+](C)C)C.F[P-](F)(F)(F)(F)F.CCN(CC)CC.N1C=CC=C(N)C=1. Product: [CH3:15][C:14]([CH3:16])([CH3:17])[CH2:13][NH:12][C:10]([C:8]1[CH:9]=[C:4]([C:2]([NH2:1])=[O:3])[C:5]([C:18]2[C:23]([CH3:24])=[C:22]([F:25])[CH:21]=[C:20]([C:26]([NH:37][C:38]3[CH:39]=[N:44][CH:41]=[CH:42][CH:43]=3)=[O:28])[CH:19]=2)=[CH:6][CH:7]=1)=[O:11]. The catalyst class is: 3. (5) Reactant: [Cl:1][C:2]1[C:7]([O:8][CH3:9])=[CH:6][C:5]([O:10][CH3:11])=[C:4]([Cl:12])[C:3]=1[C:13]1[CH:14]=[C:15]2[C:20](=[CH:21][CH:22]=1)[N:19]=[C:18]([NH:23][C@@H:24]1[CH2:28][NH:27][CH2:26][C@@H:25]1[NH:29][C:30](=[O:33])[CH:31]=[CH2:32])[N:17]=[CH:16]2.CCN(C(C)C)C(C)C.[C:43](Cl)(=[O:45])[CH3:44]. Product: [C:43]([N:27]1[CH2:28][C@@H:24]([NH:23][C:18]2[N:17]=[CH:16][C:15]3[C:20](=[CH:21][CH:22]=[C:13]([C:3]4[C:2]([Cl:1])=[C:7]([O:8][CH3:9])[CH:6]=[C:5]([O:10][CH3:11])[C:4]=4[Cl:12])[CH:14]=3)[N:19]=2)[C@@H:25]([NH:29][C:30](=[O:33])[CH:31]=[CH2:32])[CH2:26]1)(=[O:45])[CH3:44]. The catalyst class is: 4. (6) The catalyst class is: 43. Product: [CH:11]1[C:12]2[C:7](=[N:6][C:5]([CH2:4][NH2:1])=[C:18]3[C:13]=2[CH:14]=[CH:15][CH:16]=[CH:17]3)[CH:8]=[CH:9][CH:10]=1. Reactant: [N:1]([CH2:4][C:5]1[N:6]=[C:7]2[C:12](=[C:13]3[C:18]=1[CH:17]=[CH:16][CH:15]=[CH:14]3)[CH:11]=[CH:10][CH:9]=[CH:8]2)=[N+]=[N-]. (7) Reactant: [Br:1][C:2]1[CH:10]=[C:9]2[C:5]([CH:6]=[CH:7][N:8]2[C:11]2[CH:16]=[CH:15][N:14]=[C:13](Cl)[N:12]=2)=[CH:4][CH:3]=1.[NH2:18][C:19]1[CH:24]=[CH:23][CH:22]=[CH:21][CH:20]=1.C(O)(C(F)(F)F)=O. Product: [Br:1][C:2]1[CH:10]=[C:9]2[C:5]([CH:6]=[CH:7][N:8]2[C:11]2[CH:16]=[CH:15][N:14]=[C:13]([NH:18][C:19]3[CH:24]=[CH:23][CH:22]=[CH:21][CH:20]=3)[N:12]=2)=[CH:4][CH:3]=1. The catalyst class is: 709.